From a dataset of Peptide-MHC class I binding affinity with 185,985 pairs from IEDB/IMGT. Regression. Given a peptide amino acid sequence and an MHC pseudo amino acid sequence, predict their binding affinity value. This is MHC class I binding data. (1) The peptide sequence is LIKFISDNKK. The MHC is HLA-A03:01 with pseudo-sequence HLA-A03:01. The binding affinity (normalized) is 0.542. (2) The peptide sequence is ILLEDSSGNLV. The MHC is HLA-A02:03 with pseudo-sequence HLA-A02:03. The binding affinity (normalized) is 0.606. (3) The binding affinity (normalized) is 0.195. The peptide sequence is QTALFLLKL. The MHC is Mamu-B01 with pseudo-sequence Mamu-B01.